This data is from TCR-epitope binding with 47,182 pairs between 192 epitopes and 23,139 TCRs. The task is: Binary Classification. Given a T-cell receptor sequence (or CDR3 region) and an epitope sequence, predict whether binding occurs between them. (1) The epitope is TLDSKTQSL. The TCR CDR3 sequence is CASSLDRGHEQYF. Result: 0 (the TCR does not bind to the epitope). (2) The epitope is LLFNKVTLA. The TCR CDR3 sequence is CSTLHSYEQYF. Result: 0 (the TCR does not bind to the epitope). (3) The epitope is ITEEVGHTDLMAAY. The TCR CDR3 sequence is CSVEDGSGRKYNEQFF. Result: 0 (the TCR does not bind to the epitope).